This data is from HIV replication inhibition screening data with 41,000+ compounds from the AIDS Antiviral Screen. The task is: Binary Classification. Given a drug SMILES string, predict its activity (active/inactive) in a high-throughput screening assay against a specified biological target. The molecule is C1=Nc2ccc(cc2)-c2ccc(cc2)N=Cc2ccccc2OCc2cccc(n2)COc2ccccc21. The result is 0 (inactive).